From a dataset of Forward reaction prediction with 1.9M reactions from USPTO patents (1976-2016). Predict the product of the given reaction. Given the reactants C1(CCN2C3C(=CC=CC=3)C(=O)C2=O)CC1.[Br:17][C:18]1[CH:26]=[CH:25][CH:24]=[C:23]2[C:19]=1[C:20](=[O:35])[C:21](=[O:34])[N:22]2[CH2:27][C:28]1[CH:33]=[CH:32][CH:31]=[CH:30][N:29]=1.O1C2C=CC(O)=CC=2OC1.[O:46]1[C:50]2[CH:51]=[C:52]([OH:55])[CH:53]=[CH:54][C:49]=2[CH2:48][CH2:47]1, predict the reaction product. The product is: [Br:17][C:18]1[CH:26]=[CH:25][CH:24]=[C:23]2[C:19]=1[C:20]([OH:35])([C:53]1[C:52]([OH:55])=[CH:51][C:50]3[O:46][CH2:47][CH2:48][C:49]=3[CH:54]=1)[C:21](=[O:34])[N:22]2[CH2:27][C:28]1[CH:33]=[CH:32][CH:31]=[CH:30][N:29]=1.